From a dataset of Forward reaction prediction with 1.9M reactions from USPTO patents (1976-2016). Predict the product of the given reaction. (1) Given the reactants CN(C)C=O.[C:6]([C:9]1[CH:14]=[CH:13][N:12]=[CH:11][CH:10]=1)(=O)[CH3:7].[Br-].[CH2:16]([O:23][C:24]([CH2:26][P+](C1C=CC=CC=1)(C1C=CC=CC=1)C1C=CC=CC=1)=[O:25])[C:17]1[CH:22]=[CH:21][CH:20]=[CH:19][CH:18]=1.C(=O)([O-])[O-].[K+].[K+], predict the reaction product. The product is: [N:12]1[CH:13]=[CH:14][C:9]([C:6]([CH3:7])=[CH:26][C:24]([O:23][CH2:16][C:17]2[CH:18]=[CH:19][CH:20]=[CH:21][CH:22]=2)=[O:25])=[CH:10][CH:11]=1. (2) Given the reactants Cl[C:2]1[N:11]=[CH:10][C:9]2[C:4](=[CH:5][CH:6]=[CH:7][CH:8]=2)[N:3]=1.[NH2:12][C:13]1[CH:14]=[C:15]2[C:19](=[CH:20][CH:21]=1)[C:18](=[O:22])[N:17]([C:23]1[C:28]([CH3:29])=[CH:27][CH:26]=[CH:25][C:24]=1[CH3:30])[C:16]2=[O:31], predict the reaction product. The product is: [CH3:29][C:28]1[CH:27]=[CH:26][CH:25]=[C:24]([CH3:30])[C:23]=1[N:17]1[C:16](=[O:31])[C:15]2[C:19](=[CH:20][CH:21]=[C:13]([NH:12][C:2]3[N:11]=[C:10]([C:4]4[CH:9]=[CH:8][CH:7]=[CH:6][CH:5]=4)[C:9]4[C:4](=[CH:5][CH:6]=[CH:7][CH:8]=4)[N:3]=3)[CH:14]=2)[C:18]1=[O:22]. (3) Given the reactants [C:1](#[N:7])[CH2:2][CH2:3][CH2:4][C:5]#[N:6].N[NH:9][C:10]([NH2:12])=[S:11].O.[OH-].[Na+], predict the reaction product. The product is: [CH2:2]([C:1]1[S:11][C:10]([NH2:12])=[N:9][N:7]=1)[CH2:3][CH2:4][C:5]1[S:11][C:10]([NH2:12])=[N:9][N:6]=1. (4) Given the reactants [NH2:1][C:2]1[C:7]2[C:8](=[O:30])[N:9]([C:14]3[CH:19]=[CH:18][C:17](B4OC(C)(C)C(C)(C)O4)=[C:16]([F:29])[CH:15]=3)[CH2:10][C@@H:11]([CH3:13])[O:12][C:6]=2[N:5]=[CH:4][N:3]=1.P([O-])([O-])([O-])=O.[K+].[K+].[K+].FC(F)(F)S(O[C:45]1[C:50]([C:51]#[N:52])=[CH:49][CH:48]=[CH:47][C:46]=1[Cl:53])(=O)=O.C(O)C, predict the reaction product. The product is: [NH2:1][C:2]1[C:7]2[C:8](=[O:30])[N:9]([C:14]3[CH:19]=[CH:18][C:17]([C:45]4[C:50]([C:51]#[N:52])=[CH:49][CH:48]=[CH:47][C:46]=4[Cl:53])=[C:16]([F:29])[CH:15]=3)[CH2:10][C@@H:11]([CH3:13])[O:12][C:6]=2[N:5]=[CH:4][N:3]=1. (5) Given the reactants [Cl:1][C:2]1[CH:7]=[CH:6][C:5]([S:8][C:9]2[C:10]([C:14]3[CH:19]=[CH:18][C:17]([S:20]([CH3:23])(=[O:22])=[O:21])=[CH:16][CH:15]=3)=[N:11][NH:12][CH:13]=2)=[CH:4][CH:3]=1.C[Si](C)(C)[N-][Si](C)(C)C.[Na+].I[CH2:35][CH3:36], predict the reaction product. The product is: [Cl:1][C:2]1[CH:7]=[CH:6][C:5]([S:8][C:9]2[C:10]([C:14]3[CH:19]=[CH:18][C:17]([S:20]([CH3:23])(=[O:22])=[O:21])=[CH:16][CH:15]=3)=[N:11][N:12]([CH2:35][CH3:36])[CH:13]=2)=[CH:4][CH:3]=1.